From a dataset of Full USPTO retrosynthesis dataset with 1.9M reactions from patents (1976-2016). Predict the reactants needed to synthesize the given product. (1) Given the product [Cl:24][CH2:4][C:5]1[O:9][C:8]([C:10](=[O:12])[CH3:11])=[CH:7][CH:6]=1, predict the reactants needed to synthesize it. The reactants are: N#N.O[CH2:4][C:5]1[O:9][C:8]([C:10](=[O:12])[CH3:11])=[CH:7][CH:6]=1.CCN(CC)CC.S([Cl:24])(C)(=O)=O. (2) Given the product [CH3:1][O:2][C:3]([CH:4]1[CH2:8][CH2:7][CH2:6][N:5]1[S:16]([C:13]1[CH:14]=[CH:15][C:10]([CH3:20])=[CH:11][CH:12]=1)(=[O:18])=[O:17])=[O:9], predict the reactants needed to synthesize it. The reactants are: [CH3:1][O:2][C:3](=[O:9])[CH:4]1[CH2:8][CH2:7][CH2:6][NH:5]1.[C:10]1([CH3:20])[CH:15]=[CH:14][C:13]([S:16](Cl)(=[O:18])=[O:17])=[CH:12][CH:11]=1.